Binary Classification. Given a drug SMILES string, predict its activity (active/inactive) in a high-throughput screening assay against a specified biological target. From a dataset of HIV replication inhibition screening data with 41,000+ compounds from the AIDS Antiviral Screen. The drug is CCOC(=O)N1CC(C)=C(C)CN1C(=O)Nc1ccc(Cl)c(Cl)c1. The result is 0 (inactive).